Task: Predict the reactants needed to synthesize the given product.. Dataset: Full USPTO retrosynthesis dataset with 1.9M reactions from patents (1976-2016) (1) Given the product [OH:1][C@@H:2]([C@@H:20]([NH2:28])[CH2:21][C:22]1[CH:27]=[CH:26][CH:25]=[CH:24][CH:23]=1)[CH2:3][N:4]([CH2:13][CH:14]1[CH2:15][CH2:16][CH2:17][CH2:18][CH2:19]1)[NH:5][C:6]([O:8][C:9]([CH3:12])([CH3:10])[CH3:11])=[O:7], predict the reactants needed to synthesize it. The reactants are: [OH:1][C@@H:2]([C@@H:20]([NH:28]C(=O)C(F)(F)F)[CH2:21][C:22]1[CH:27]=[CH:26][CH:25]=[CH:24][CH:23]=1)[CH2:3][N:4]([CH2:13][CH:14]1[CH2:19][CH2:18][CH2:17][CH2:16][CH2:15]1)[NH:5][C:6]([O:8][C:9]([CH3:12])([CH3:11])[CH3:10])=[O:7]. (2) Given the product [C:1]([C:5]1[CH:12]=[CH:11][C:8]([CH:9]2[N:13]([C:14]3[S:15][CH:16]=[N:17][N:18]=3)[C:22](=[O:21])[C:23]([OH:35])=[C:24]2[C:25](=[O:26])[C:27]2[CH:28]=[CH:29][C:30]([O:33][CH3:34])=[CH:31][CH:32]=2)=[CH:7][CH:6]=1)([CH3:4])([CH3:3])[CH3:2], predict the reactants needed to synthesize it. The reactants are: [C:1]([C:5]1[CH:12]=[CH:11][C:8]([CH:9]=O)=[CH:7][CH:6]=1)([CH3:4])([CH3:3])[CH3:2].[NH2:13][C:14]1[S:15][CH:16]=[N:17][N:18]=1.C([O:21][C:22](=O)[C:23]([OH:35])=[CH:24][C:25]([C:27]1[CH:32]=[CH:31][C:30]([O:33][CH3:34])=[CH:29][CH:28]=1)=[O:26])C. (3) The reactants are: CS(C)=O.[O:5]1[CH2:10][CH2:9][C:8](C(OCC)=O)([C:11]([O:13]CC)=[O:12])[CH2:7][CH2:6]1.C([O-])([O-])=O.[K+].[K+].P(=O)([O-])OC(=[N+]=[N-])C(=O)C(C)C. Given the product [O:5]1[CH2:10][CH2:9][CH:8]([C:11]([OH:13])=[O:12])[CH2:7][CH2:6]1, predict the reactants needed to synthesize it. (4) The reactants are: [CH2:1]([C:8]1[CH:9]=[C:10]([C:14]([C:16]2[C:25]([O:26]COCCOC)=[C:24]3[C:19]([CH:20]=[CH:21][CH:22]=[N:23]3)=[CH:18][CH:17]=2)=[O:15])[CH:11]=[CH:12][CH:13]=1)[C:2]1[CH:7]=[CH:6][CH:5]=[CH:4][CH:3]=1.FC(F)(F)C(O)=O.C([O-])(O)=O.[Na+]. Given the product [CH2:1]([C:8]1[CH:9]=[C:10]([C:14]([C:16]2[C:25]([OH:26])=[C:24]3[C:19]([CH:20]=[CH:21][CH:22]=[N:23]3)=[CH:18][CH:17]=2)=[O:15])[CH:11]=[CH:12][CH:13]=1)[C:2]1[CH:3]=[CH:4][CH:5]=[CH:6][CH:7]=1, predict the reactants needed to synthesize it. (5) Given the product [CH3:4][CH:5]([CH3:43])[CH:6]([C:23]1[CH:28]=[CH:27][C:26]([CH2:29][N:30]2[C:35](=[O:36])[CH2:34][O:33][C:32]([C:37]3[CH:38]=[CH:39][CH:40]=[CH:41][CH:42]=3)=[N:31]2)=[CH:25][CH:24]=1)[C:7]([NH:9][C:10]1[CH:18]=[CH:17][CH:16]=[C:15]2[C:11]=1[CH2:12][CH:13]([C:19]([OH:21])=[O:20])[CH2:14]2)=[O:8], predict the reactants needed to synthesize it. The reactants are: O.[OH-].[Li+].[CH3:4][CH:5]([CH3:43])[CH:6]([C:23]1[CH:28]=[CH:27][C:26]([CH2:29][N:30]2[C:35](=[O:36])[CH2:34][O:33][C:32]([C:37]3[CH:42]=[CH:41][CH:40]=[CH:39][CH:38]=3)=[N:31]2)=[CH:25][CH:24]=1)[C:7]([NH:9][C:10]1[CH:18]=[CH:17][CH:16]=[C:15]2[C:11]=1[CH2:12][CH:13]([C:19]([O:21]C)=[O:20])[CH2:14]2)=[O:8].Cl. (6) Given the product [CH3:1][C:2]1[N:7]=[CH:6][C:5]([NH:8][C:17](=[O:18])[C:9](=[O:16])[C:10]2[CH:15]=[CH:14][CH:13]=[CH:12][CH:11]=2)=[CH:4][CH:3]=1, predict the reactants needed to synthesize it. The reactants are: [CH3:1][C:2]1[N:7]=[CH:6][C:5]([NH2:8])=[CH:4][CH:3]=1.[C:9]([C:17](Cl)=[O:18])(=[O:16])[C:10]1[CH:15]=[CH:14][CH:13]=[CH:12][CH:11]=1. (7) Given the product [C:2]1([CH3:1])[CH:9]=[CH:8][CH:7]=[CH:6][C:3]=1[CH:4]([OH:5])[CH2:16][CH:15]=[CH2:14], predict the reactants needed to synthesize it. The reactants are: [CH3:1][C:2]1[CH:9]=[CH:8][CH:7]=[CH:6][C:3]=1[CH:4]=[O:5].C(O[CH2:14][CH:15]=[CH2:16])(=O)C.O.CCN(CC)CC.CC1C(C)=C(C)C(C)=C(C)C=1C.